From a dataset of Full USPTO retrosynthesis dataset with 1.9M reactions from patents (1976-2016). Predict the reactants needed to synthesize the given product. (1) Given the product [NH2:1][C:2]1[O:3][CH2:4][C:5]2([N:22]=1)[C:18]1([CH3:19])[CH:13]([CH2:14][CH2:15][CH:16]([OH:20])[CH2:17]1)[O:12][C:11]1[C:6]2=[CH:7][C:8]([Br:21])=[CH:9][CH:10]=1, predict the reactants needed to synthesize it. The reactants are: [NH2:1][C:2]1[O:3][CH2:4][C:5]2([N:22]=1)[C:18]1([CH3:19])[CH:13]([CH2:14][CH2:15][C:16](=[O:20])[CH2:17]1)[O:12][C:11]1[C:6]2=[CH:7][C:8]([Br:21])=[CH:9][CH:10]=1.CO.[BH4-].[Na+]. (2) Given the product [N:1]1([C:2]2[CH:11]=[CH:10][C:9]3[CH:8]([C:12]([O:14][CH3:15])=[O:13])[CH2:7][CH2:6][CH2:5][C:4]=3[N:3]=2)[CH:16]=[N:28][N:27]=[N:26]1, predict the reactants needed to synthesize it. The reactants are: [NH2:1][C:2]1[CH:11]=[CH:10][C:9]2[CH:8]([C:12]([O:14][CH3:15])=[O:13])[CH2:7][CH2:6][CH2:5][C:4]=2[N:3]=1.[CH:16](OCC)(OCC)OCC.[N-:26]=[N+:27]=[N-:28].[Na+].